Predict which catalyst facilitates the given reaction. From a dataset of Catalyst prediction with 721,799 reactions and 888 catalyst types from USPTO. Reactant: [I:1][C:2]1[C:10]2[C:5](=[N:6][CH:7]=[C:8]([C:11]3[CH:12]=[N:13][N:14]([CH3:16])[CH:15]=3)[CH:9]=2)[NH:4][CH:3]=1.Cl[C:18]([O:20][CH2:21][CH3:22])=[O:19].ClCCl. Product: [I:1][C:2]1[C:10]2[C:5](=[N:6][CH:7]=[C:8]([C:11]3[CH:12]=[N:13][N:14]([CH3:16])[CH:15]=3)[CH:9]=2)[N:4]([C:18]([O:20][CH2:21][CH3:22])=[O:19])[CH:3]=1. The catalyst class is: 17.